Regression. Given two drug SMILES strings and cell line genomic features, predict the synergy score measuring deviation from expected non-interaction effect. From a dataset of NCI-60 drug combinations with 297,098 pairs across 59 cell lines. Drug 1: CC=C1C(=O)NC(C(=O)OC2CC(=O)NC(C(=O)NC(CSSCCC=C2)C(=O)N1)C(C)C)C(C)C. Drug 2: C1CNP(=O)(OC1)N(CCCl)CCCl. Cell line: UACC-257. Synergy scores: CSS=48.5, Synergy_ZIP=0.298, Synergy_Bliss=-1.16, Synergy_Loewe=-59.0, Synergy_HSA=-1.93.